This data is from Forward reaction prediction with 1.9M reactions from USPTO patents (1976-2016). The task is: Predict the product of the given reaction. (1) Given the reactants [CH3:1][C:2]1([CH3:26])[CH2:9][C:7](=[O:8])[N:6]([CH2:10][CH2:11][CH2:12][CH2:13][N:14]2[CH2:19][CH2:18][N:17]([C:20]3[N:21]=[CH:22][CH:23]=[CH:24][N:25]=3)[CH2:16][CH2:15]2)[C:4](=[O:5])[CH2:3]1.P(OCC)(OCC)[O:28]CC.C[Si]([N-][Si](C)(C)C)(C)C.[Na+].C1C=NC(N2CCN(CCCCN3C(=O)CC4(CCCC4)CC3=O)CC2)=NC=1, predict the reaction product. The product is: [CH3:1][C:2]1([CH3:26])[CH:3]([OH:28])[C:4](=[O:5])[N:6]([CH2:10][CH2:11][CH2:12][CH2:13][N:14]2[CH2:15][CH2:16][N:17]([C:20]3[N:21]=[CH:22][CH:23]=[CH:24][N:25]=3)[CH2:18][CH2:19]2)[C:7](=[O:8])[CH2:9]1. (2) Given the reactants [O:1]1[C:5]2[CH:6]=[CH:7][C:8]([C:10]([CH2:29][CH3:30])=[C:11]([C:22]3[CH:27]=[CH:26][C:25]([OH:28])=[CH:24][CH:23]=3)[C:12]3[CH:17]=[CH:16][C:15]([O:18][CH2:19][CH2:20]Cl)=[CH:14][CH:13]=3)=[CH:9][C:4]=2[N:3]=[CH:2]1.[CH3:31][NH2:32], predict the reaction product. The product is: [O:1]1[C:5]2[CH:6]=[CH:7][C:8]([C:10]([CH2:29][CH3:30])=[C:11]([C:22]3[CH:27]=[CH:26][C:25]([OH:28])=[CH:24][CH:23]=3)[C:12]3[CH:17]=[CH:16][C:15]([O:18][CH2:19][CH2:20][NH:32][CH3:31])=[CH:14][CH:13]=3)=[CH:9][C:4]=2[N:3]=[CH:2]1.